From a dataset of Forward reaction prediction with 1.9M reactions from USPTO patents (1976-2016). Predict the product of the given reaction. The product is: [Cl:1][C:2]1[CH:8]=[CH:7][C:5]([NH:6][C:20](=[O:25])[C:21]([CH3:24])([CH3:23])[CH3:22])=[CH:4][C:3]=1[C:9]([F:10])([F:11])[F:12]. Given the reactants [Cl:1][C:2]1[CH:8]=[CH:7][C:5]([NH2:6])=[CH:4][C:3]=1[C:9]([F:12])([F:11])[F:10].C(N(CC)CC)C.[C:20](Cl)(=[O:25])[C:21]([CH3:24])([CH3:23])[CH3:22], predict the reaction product.